From a dataset of Full USPTO retrosynthesis dataset with 1.9M reactions from patents (1976-2016). Predict the reactants needed to synthesize the given product. Given the product [CH3:1][C:2]([CH3:29])([CH3:28])[CH2:3][N:4]1[C:8]2[N:9]=[C:10]([C:13]#[N:14])[N:11]=[CH:12][C:7]=2[CH:6]=[C:5]1[CH2:15][N:16]1[N:25]([CH3:30])[C:24](=[O:26])[C:23]2[C:18](=[CH:19][CH:20]=[CH:21][CH:22]=2)[C:17]1=[O:27], predict the reactants needed to synthesize it. The reactants are: [CH3:1][C:2]([CH3:29])([CH3:28])[CH2:3][N:4]1[C:8]2[N:9]=[C:10]([C:13]#[N:14])[N:11]=[CH:12][C:7]=2[CH:6]=[C:5]1[CH2:15][N:16]1[NH:25][C:24](=[O:26])[C:23]2[C:18](=[CH:19][CH:20]=[CH:21][CH:22]=2)[C:17]1=[O:27].[C:30]([O-])([O-])=O.[K+].[K+].